From a dataset of Catalyst prediction with 721,799 reactions and 888 catalyst types from USPTO. Predict which catalyst facilitates the given reaction. (1) Reactant: [OH:1][N:2]=[C:3]1[CH2:8][CH2:7][CH:6]([C:9]([O:11][CH2:12][CH3:13])=[O:10])[CH2:5][CH2:4]1.[CH3:14][C:15]1[CH:20]=[CH:19][C:18]([S:21](Cl)(=[O:23])=[O:22])=[CH:17][CH:16]=1. Product: [CH3:14][C:15]1[CH:20]=[CH:19][C:18]([S:21]([O:1][N:2]=[C:3]2[CH2:8][CH2:7][CH:6]([C:9]([O:11][CH2:12][CH3:13])=[O:10])[CH2:5][CH2:4]2)(=[O:23])=[O:22])=[CH:17][CH:16]=1. The catalyst class is: 17. (2) Reactant: [O:1]=[C:2]1[CH2:6][CH2:5][C:4]([NH:7][C:8]2[CH:17]=[CH:16][C:11]([C:12]([O:14]C)=[O:13])=[CH:10][CH:9]=2)=[CH:3]1.[OH-].[Na+].Cl.[CH2:21]1COCC1. Product: [CH3:21][C:3]1[C:2](=[O:1])[CH2:6][CH2:5][C:4]=1[NH:7][C:8]1[CH:17]=[CH:16][C:11]([C:12]([OH:14])=[O:13])=[CH:10][CH:9]=1. The catalyst class is: 6. (3) Reactant: [CH:1]1([N:4]([CH2:18][CH2:19][O:20][CH2:21][C:22]([OH:24])=O)[S:5]([C:8]2[C:13]([CH3:14])=[CH:12][C:11]([O:15][CH3:16])=[CH:10][C:9]=2[CH3:17])(=[O:7])=[O:6])[CH2:3][CH2:2]1.C(N(C(C)C)CC)(C)C.C1C=CC2N(O)N=NC=2C=1.CCN=C=NCCCN(C)C.Cl.Cl.[CH:57]1([N:60]2[CH2:65][CH2:64][N:63]([C:66]3([CH2:72][NH:73][C:74](=[O:81])[C:75]4[CH:80]=[CH:79][N:78]=[CH:77][CH:76]=4)[CH2:71][CH2:70][NH:69][CH2:68][CH2:67]3)[CH2:62][CH2:61]2)[CH2:59][CH2:58]1. Product: [CH:1]1([N:4]([CH2:18][CH2:19][O:20][CH2:21][C:22]([N:69]2[CH2:68][CH2:67][C:66]([CH2:72][NH:73][C:74](=[O:81])[C:75]3[CH:80]=[CH:79][N:78]=[CH:77][CH:76]=3)([N:63]3[CH2:62][CH2:61][N:60]([CH:57]4[CH2:58][CH2:59]4)[CH2:65][CH2:64]3)[CH2:71][CH2:70]2)=[O:24])[S:5]([C:8]2[C:9]([CH3:17])=[CH:10][C:11]([O:15][CH3:16])=[CH:12][C:13]=2[CH3:14])(=[O:6])=[O:7])[CH2:3][CH2:2]1. The catalyst class is: 139. (4) Reactant: [CH2:1]([C:8]1[N:9]([S:19]([CH2:22][CH2:23][C:24]([O:26][CH3:27])=[O:25])(=[O:21])=[O:20])[CH2:10][C:11]2[C:16]([CH:17]=1)=[CH:15][CH:14]=[CH:13][C:12]=2[F:18])[C:2]1[CH:7]=[CH:6][CH:5]=[CH:4][CH:3]=1.C(OCC)C. Product: [CH2:1]([CH:8]1[CH2:17][C:16]2[C:11](=[C:12]([F:18])[CH:13]=[CH:14][CH:15]=2)[CH2:10][N:9]1[S:19]([CH2:22][CH2:23][C:24]([O:26][CH3:27])=[O:25])(=[O:21])=[O:20])[C:2]1[CH:3]=[CH:4][CH:5]=[CH:6][CH:7]=1. The catalyst class is: 29. (5) Reactant: [Cl:1][C:2]1[CH:7]=[CH:6][C:5]([C:8]2[C:12]3[CH2:13][NH:14][CH2:15][CH2:16][C:11]=3[N:10]([CH2:17][CH:18]([OH:34])[CH2:19][N:20]3[CH2:25][CH2:24][N:23]([C:26]4[CH:33]=[CH:32][CH:31]=[CH:30][C:27]=4[C:28]#[N:29])[CH2:22][CH2:21]3)[N:9]=2)=[CH:4][C:3]=1[CH3:35].Cl[C:37](=[O:42])[C:38]([O:40][CH3:41])=[O:39].CO.C(Cl)Cl. Product: [CH3:41][O:40][C:38](=[O:39])[C:37]([N:14]1[CH2:15][CH2:16][C:11]2[N:10]([CH2:17][CH:18]([OH:34])[CH2:19][N:20]3[CH2:25][CH2:24][N:23]([C:26]4[CH:33]=[CH:32][CH:31]=[CH:30][C:27]=4[C:28]#[N:29])[CH2:22][CH2:21]3)[N:9]=[C:8]([C:5]3[CH:6]=[CH:7][C:2]([Cl:1])=[C:3]([CH3:35])[CH:4]=3)[C:12]=2[CH2:13]1)=[O:42]. The catalyst class is: 2.